From a dataset of Catalyst prediction with 721,799 reactions and 888 catalyst types from USPTO. Predict which catalyst facilitates the given reaction. (1) Reactant: [F:1][C:2]1[CH:7]=[C:6]([N+:8]([O-])=O)[CH:5]=[C:4]([F:11])[C:3]=1[N:12]1[CH2:17][CH2:16][S:15](=[O:19])(=[O:18])[CH2:14][CH2:13]1. Product: [O:19]=[S:15]1(=[O:18])[CH2:16][CH2:17][N:12]([C:3]2[C:4]([F:11])=[CH:5][C:6]([NH2:8])=[CH:7][C:2]=2[F:1])[CH2:13][CH2:14]1. The catalyst class is: 814. (2) Reactant: C([Li])(C)(C)C.CCCCC.[C:11]([O:15][C:16](=[O:25])[NH:17][C:18]1[CH:23]=[CH:22][CH:21]=[CH:20][C:19]=1[F:24])([CH3:14])([CH3:13])[CH3:12].[C:26](=[O:28])=[O:27]. Product: [C:11]([O:15][C:16]([NH:17][C:18]1[C:19]([F:24])=[CH:20][CH:21]=[CH:22][C:23]=1[C:26]([OH:28])=[O:27])=[O:25])([CH3:14])([CH3:12])[CH3:13]. The catalyst class is: 90. (3) Reactant: [Li+].[BH4-].[F:3][C:4]1[CH:13]=[CH:12][C:7]([C:8](OC)=[O:9])=[CH:6][C:5]=1[OH:14]. Product: [F:3][C:4]1[CH:13]=[CH:12][C:7]([CH2:8][OH:9])=[CH:6][C:5]=1[OH:14]. The catalyst class is: 1. (4) Reactant: [F:1][C:2]1[CH:21]=[CH:20][C:19]([C:22]([F:25])([F:24])[F:23])=[CH:18][C:3]=1[O:4][C:5]1[C:14]2[C:9](=[C:10]([N+:15]([O-])=O)[CH:11]=[CH:12][CH:13]=2)[CH:8]=[CH:7][N:6]=1.[NH4+].[Cl-]. Product: [F:1][C:2]1[CH:21]=[CH:20][C:19]([C:22]([F:24])([F:23])[F:25])=[CH:18][C:3]=1[O:4][C:5]1[C:14]2[CH:13]=[CH:12][CH:11]=[C:10]([NH2:15])[C:9]=2[CH:8]=[CH:7][N:6]=1. The catalyst class is: 314. (5) Reactant: [N:1]1[C:5]2=[CH:6][CH:7]=[C:8]([C:10]([OH:12])=O)[CH2:9][C:4]2=[N:3][N:2]=1.CCN=C=N[CH2:18][CH2:19][CH2:20][N:21](C)C.C1C=CC2N([OH:33])N=NC=2C=1.N[C:35]12[C:53]3[C:48](=[CH:49][CH:50]=[CH:51][CH:52]=3)[C:47](=[O:54])C1(O)C1[C:42]([O:43]2)=[CH:41][C:40]([CH:44]([CH3:46])[CH3:45])=[CH:39]C=1. Product: [OH:33][C:35]12[C:53]3[C:48](=[CH:49][CH:50]=[CH:51][CH:52]=3)[C:47](=[O:54])[C:20]1([NH:21][C:10]([C:8]1[CH:7]=[CH:6][C:5]3[NH:1][N:2]=[N:3][C:4]=3[CH:9]=1)=[O:12])[C:19]1[CH:18]=[CH:39][C:40]([CH:44]([CH3:46])[CH3:45])=[CH:41][C:42]=1[O:43]2. The catalyst class is: 59. (6) Reactant: [N+:1]([C:4]1[CH:9]=[CH:8][N:7]=[CH:6][C:5]=1[N:10]1[CH2:19][CH2:18][C:17]2[C:12](=[CH:13][CH:14]=[CH:15][CH:16]=2)[CH2:11]1)([O-])=O.[CH3:20][C:21]([Mg]Br)=[CH:22][CH3:23].[Cl-:26].[NH4+]. Product: [ClH:26].[CH3:20][C:21]1[NH:1][C:4]2[C:5]([N:10]3[CH2:19][CH2:18][C:17]4[C:12](=[CH:13][CH:14]=[CH:15][CH:16]=4)[CH2:11]3)=[CH:6][N:7]=[CH:8][C:9]=2[C:22]=1[CH3:23]. The catalyst class is: 7. (7) Reactant: [C:1](Cl)(=[O:3])[CH3:2].[CH:5]12C[CH:9]([O:10][C:11]1=[O:12])[CH2:8][CH2:7][CH2:6]2. Product: [OH:3][C@@H:1]1[CH2:8][CH2:7][CH2:6][C@H:5]([C:11]([O:10][CH3:9])=[O:12])[CH2:2]1. The catalyst class is: 5. (8) Reactant: [N+:1]([C:4]1[CH:23]=[CH:22][C:7]([C:8]([C:10]2[N:14]([CH3:15])[C:13]([CH2:16][C:17]([O:19]CC)=[O:18])=[CH:12][CH:11]=2)=[O:9])=[CH:6][CH:5]=1)([O-:3])=[O:2].[OH-].[Na+]. Product: [N+:1]([C:4]1[CH:23]=[CH:22][C:7]([C:8]([C:10]2[N:14]([CH3:15])[C:13]([CH2:16][C:17]([OH:19])=[O:18])=[CH:12][CH:11]=2)=[O:9])=[CH:6][CH:5]=1)([O-:3])=[O:2]. The catalyst class is: 8. (9) Reactant: CCN(C(C)C)C(C)C.[F:10][C:11]1[CH:12]=[C:13]2[C:18](=[CH:19][CH:20]=1)[N:17]=[C:16]([CH2:21][O:22][C:23]1[CH:31]=[CH:30][C:26]([C:27](O)=[O:28])=[C:25]([C:32]3([C:36]4[CH:41]=[CH:40][CH:39]=[CH:38][CH:37]=4)[CH2:35][CH2:34][CH2:33]3)[CH:24]=1)[CH:15]=[CH:14]2.[NH2:42][CH2:43][C:44]1[CH:45]=[N:46][CH:47]=[CH:48][CH:49]=1.CN(C(ON1N=NC2C=CC=NC1=2)=[N+](C)C)C.F[P-](F)(F)(F)(F)F. Product: [F:10][C:11]1[CH:12]=[C:13]2[C:18](=[CH:19][CH:20]=1)[N:17]=[C:16]([CH2:21][O:22][C:23]1[CH:31]=[CH:30][C:26]([C:27]([NH:42][CH2:43][C:44]3[CH:45]=[N:46][CH:47]=[CH:48][CH:49]=3)=[O:28])=[C:25]([C:32]3([C:36]4[CH:37]=[CH:38][CH:39]=[CH:40][CH:41]=4)[CH2:35][CH2:34][CH2:33]3)[CH:24]=1)[CH:15]=[CH:14]2. The catalyst class is: 18. (10) Reactant: Br[C:2]1[C:3]([NH:14][C:15]2[C:24]3[C:19](=[CH:20][C:21]([F:26])=[CH:22][C:23]=3[F:25])[N:18]=[C:17]([C:27]3[CH:32]=[CH:31][CH:30]=[CH:29][N:28]=3)[C:16]=2[CH3:33])=[CH:4][C:5]([N:8]2[CH2:13][CH2:12][O:11][CH2:10][CH2:9]2)=[N:6][CH:7]=1.[OH:34][C:35]1[CH:36]=[C:37](B(O)O)[CH:38]=[CH:39][CH:40]=1.C1(P(C2CCCCC2)C2CCCCC2)CCCCC1.[O-]P([O-])([O-])=O.[K+].[K+].[K+]. Product: [F:25][C:23]1[CH:22]=[C:21]([F:26])[CH:20]=[C:19]2[C:24]=1[C:15]([NH:14][C:3]1[CH:4]=[C:5]([N:8]3[CH2:13][CH2:12][O:11][CH2:10][CH2:9]3)[N:6]=[CH:7][C:2]=1[C:39]1[CH:40]=[C:35]([OH:34])[CH:36]=[CH:37][CH:38]=1)=[C:16]([CH3:33])[C:17]([C:27]1[CH:32]=[CH:31][CH:30]=[CH:29][N:28]=1)=[N:18]2. The catalyst class is: 552.